From a dataset of Reaction yield outcomes from USPTO patents with 853,638 reactions. Predict the reaction yield, written as a fraction of the theoretical maximum amount of product (1.0 means a 100% yield; for example, 0.34 means a 34% yield). (1) The reactants are CI.[Br:3][C:4]1[CH:5]=[C:6]([C:10]2[NH:14][N:13]=[N:12][CH:11]=2)[CH:7]=[CH:8][CH:9]=1.[C:15](=O)([O-])[O-].[K+].[K+]. The product is [Br:3][C:4]1[CH:5]=[C:6]([C:10]2[CH:11]=[N:12][N:13]([CH3:15])[N:14]=2)[CH:7]=[CH:8][CH:9]=1. The catalyst is CN(C=O)C. The yield is 0.420. (2) The reactants are Cl.[CH3:2][C:3]1[O:4][CH:5]=[CH:6][C:7]=1[C@H:8]1[C@H:17]2[CH2:18][CH2:19][N:20]([C:21]([C@H:23]3[CH2:28][CH2:27][CH2:26][CH2:25][C@H:24]3[NH2:29])=[O:22])[C@H:16]2[C:15]2[CH:14]=[CH:13][CH:12]=[CH:11][C:10]=2[NH:9]1.C(N(CC)CC)C.[C:37](Cl)(=[O:44])[C:38]1[CH:43]=[CH:42][CH:41]=[CH:40][CH:39]=1.O. The catalyst is ClCCl. The product is [CH3:2][C:3]1[O:4][CH:5]=[CH:6][C:7]=1[C@H:8]1[C@H:17]2[CH2:18][CH2:19][N:20]([C:21]([C@H:23]3[CH2:28][CH2:27][CH2:26][CH2:25][C@H:24]3[NH:29][C:37](=[O:44])[C:38]3[CH:43]=[CH:42][CH:41]=[CH:40][CH:39]=3)=[O:22])[C@H:16]2[C:15]2[CH:14]=[CH:13][CH:12]=[CH:11][C:10]=2[NH:9]1. The yield is 0.820. (3) The reactants are [NH:1]([C:3]1[CH:7]=[CH:6][S:5][C:4]=1[C:8]([O:10][CH3:11])=[O:9])[NH2:2].[F:12][C:13]([F:31])([F:30])[C:14](=O)[CH2:15][C:16]([C:18]1[CH:28]=[CH:27][C:21]2[O:22][CH2:23][C:24](=[O:26])[NH:25][C:20]=2[CH:19]=1)=O. The catalyst is C(N(CC)CC)C. The product is [O:26]=[C:24]1[CH2:23][O:22][C:21]2[CH:27]=[CH:28][C:18]([C:16]3[N:1]([C:3]4[CH:7]=[CH:6][S:5][C:4]=4[C:8]([O:10][CH3:11])=[O:9])[N:2]=[C:14]([C:13]([F:31])([F:12])[F:30])[CH:15]=3)=[CH:19][C:20]=2[NH:25]1. The yield is 0.0400. (4) The reactants are [NH:1]1[C:9]2[C:4](=[CH:5][CH:6]=[CH:7][CH:8]=2)[CH:3]=[CH:2]1.Cl.Br[C:12]1[CH:17]=[CH:16][N:15]=[CH:14][CH:13]=1.CC(C)([O-])C.[Na+].CC(N(C)C)=O. The catalyst is C(OCC)(=O)C.O. The product is [N:15]1[CH:16]=[CH:17][C:12]([N:1]2[C:9]3[C:4](=[CH:5][CH:6]=[CH:7][CH:8]=3)[CH:3]=[CH:2]2)=[CH:13][CH:14]=1. The yield is 0.880. (5) The reactants are [CH2:1]([O:8][C:9]1[CH:10]=[CH:11][C:12]2[O:16][C:15]([CH:17]([NH:24][C:25]3[CH:30]=[CH:29][C:28]([C:31]([N:33]([CH3:41])[CH2:34][CH2:35][C:36]([O:38]CC)=[O:37])=[O:32])=[CH:27][CH:26]=3)[CH:18]3[CH2:23][CH2:22][CH2:21][CH2:20][CH2:19]3)=[C:14]([CH3:42])[C:13]=2[CH:43]=1)[C:2]1[CH:7]=[CH:6][CH:5]=[CH:4][CH:3]=1.[OH-].[Na+]. The catalyst is C(O)C. The product is [CH2:1]([O:8][C:9]1[CH:10]=[CH:11][C:12]2[O:16][C:15]([CH:17]([NH:24][C:25]3[CH:26]=[CH:27][C:28]([C:31]([N:33]([CH3:41])[CH2:34][CH2:35][C:36]([OH:38])=[O:37])=[O:32])=[CH:29][CH:30]=3)[CH:18]3[CH2:19][CH2:20][CH2:21][CH2:22][CH2:23]3)=[C:14]([CH3:42])[C:13]=2[CH:43]=1)[C:2]1[CH:7]=[CH:6][CH:5]=[CH:4][CH:3]=1. The yield is 0.940.